This data is from Forward reaction prediction with 1.9M reactions from USPTO patents (1976-2016). The task is: Predict the product of the given reaction. (1) Given the reactants Br[C:2]1[CH:3]=[CH:4][C:5]2[O:14][C:13]3[C:12](=[O:15])[NH:11][C:10]([CH2:16][N:17]4[CH2:22][CH2:21][N:20]([CH3:23])[CH2:19][CH2:18]4)=[N:9][C:8]=3[C:6]=2[CH:7]=1.BrC1C=CC2[O:37][C:36]3C(=O)NC(CN4CC[C@H](O)C4)=N[C:31]=3[C:29]=2C=1, predict the reaction product. The product is: [OH:37][CH2:36][C:31]#[C:29][C:2]1[CH:3]=[CH:4][C:5]2[O:14][C:13]3[C:12](=[O:15])[NH:11][C:10]([CH2:16][N:17]4[CH2:18][CH2:19][N:20]([CH3:23])[CH2:21][CH2:22]4)=[N:9][C:8]=3[C:6]=2[CH:7]=1. (2) Given the reactants Cl[C:2]1[N:7]=[C:6]([C:8]2[N:12]3[CH:13]=[CH:14][CH:15]=[CH:16][C:11]3=[N:10][C:9]=2[C:17]2[CH:18]=[C:19]([CH:31]=[CH:32][CH:33]=2)[C:20]([NH:22][C:23]2[C:28]([F:29])=[CH:27][CH:26]=[CH:25][C:24]=2[F:30])=[O:21])[CH:5]=[CH:4][N:3]=1.[CH3:34][C:35]1[C:36]([N:44]2[CH2:49][CH2:48][CH:47]([N:50]3[CH2:55][CH2:54][N:53]([S:56]([CH3:59])(=[O:58])=[O:57])[CH2:52][CH2:51]3)[CH2:46][CH2:45]2)=[CH:37][C:38]([O:42][CH3:43])=[C:39]([CH:41]=1)[NH2:40].C1(C)C=CC(S(O)(=O)=O)=CC=1, predict the reaction product. The product is: [F:30][C:24]1[CH:25]=[CH:26][CH:27]=[C:28]([F:29])[C:23]=1[NH:22][C:20](=[O:21])[C:19]1[CH:31]=[CH:32][CH:33]=[C:17]([C:9]2[N:10]=[C:11]3[CH:16]=[CH:15][CH:14]=[CH:13][N:12]3[C:8]=2[C:6]2[CH:5]=[CH:4][N:3]=[C:2]([NH:40][C:39]3[CH:41]=[C:35]([CH3:34])[C:36]([N:44]4[CH2:49][CH2:48][CH:47]([N:50]5[CH2:51][CH2:52][N:53]([S:56]([CH3:59])(=[O:58])=[O:57])[CH2:54][CH2:55]5)[CH2:46][CH2:45]4)=[CH:37][C:38]=3[O:42][CH3:43])[N:7]=2)[CH:18]=1. (3) Given the reactants C([N:8]1[CH2:14][CH:13]2[CH2:15][CH:10]([C:11](=[CH:17][N:18](C)C)[C:12]2=O)[CH2:9]1)C1C=CC=CC=1.[N:21]1[CH:26]=[CH:25][CH:24]=[CH:23][C:22]=1[NH:27]N, predict the reaction product. The product is: [N:21]1[CH:26]=[CH:25][CH:24]=[CH:23][C:22]=1[N:27]1[N:18]=[CH:17][C:11]2[CH:10]3[CH2:15][CH:13]([CH2:14][NH:8][CH2:9]3)[C:12]1=2. (4) Given the reactants [CH2:1]([O:3][C:4]([C:6]1[N:7]([CH2:18][C:19]2[C:28]3[C:23](=[CH:24][CH:25]=[CH:26][CH:27]=3)[CH:22]=[CH:21][CH:20]=2)[C:8]2[C:13]([C:14]=1[CH:15]=O)=[CH:12][C:11]([F:17])=[CH:10][CH:9]=2)=[O:5])[CH3:2].N1C=CC=CC=1.Cl.[NH2:36][OH:37], predict the reaction product. The product is: [CH2:1]([O:3][C:4]([C:6]1[N:7]([CH2:18][C:19]2[C:28]3[C:23](=[CH:24][CH:25]=[CH:26][CH:27]=3)[CH:22]=[CH:21][CH:20]=2)[C:8]2[C:13]([C:14]=1[CH:15]=[N:36][OH:37])=[CH:12][C:11]([F:17])=[CH:10][CH:9]=2)=[O:5])[CH3:2].